This data is from Forward reaction prediction with 1.9M reactions from USPTO patents (1976-2016). The task is: Predict the product of the given reaction. Given the reactants C1C=C[C:4]2[N:9](O)N=[N:7][C:5]=2C=1.C(N(C(C)C)CC)(C)C.[CH3:20][O:21][C:22]1[CH:23]=[C:24](/[CH:34]=[CH:35]/[C:36]([OH:38])=O)[CH:25]=[CH:26][C:27]=1[N:28]1[CH:32]=[C:31]([CH3:33])[N:30]=[CH:29]1.Cl.NCC#N, predict the reaction product. The product is: [C:5]([CH2:4][NH:9][C:36](=[O:38])/[CH:35]=[CH:34]/[C:24]1[CH:25]=[CH:26][C:27]([N:28]2[CH:32]=[C:31]([CH3:33])[N:30]=[CH:29]2)=[C:22]([O:21][CH3:20])[CH:23]=1)#[N:7].